From a dataset of Full USPTO retrosynthesis dataset with 1.9M reactions from patents (1976-2016). Predict the reactants needed to synthesize the given product. Given the product [CH:38]1([N:19]2[C:18]3[CH:44]=[CH:45][C:15]([C:13]([NH:12][CH:8]([CH2:7][C:1]4[N:51]=[CH:52][NH:53][CH:2]=4)[C:9]([OH:11])=[O:10])=[O:14])=[CH:16][C:17]=3[N:21]=[C:20]2[C:22]2[CH:23]=[C:24]3[C:29](=[CH:30][CH:31]=2)[N:28]=[C:27]([C:32]2[CH:37]=[CH:36][CH:35]=[CH:34][CH:33]=2)[CH:26]=[N:25]3)[CH2:39][CH2:40][CH2:41][CH2:42][CH2:43]1, predict the reactants needed to synthesize it. The reactants are: [CH:1]1([CH2:7][CH:8]([NH:12][C:13]([C:15]2[CH:45]=[CH:44][C:18]3[N:19]([CH:38]4[CH2:43][CH2:42][CH2:41][CH2:40][CH2:39]4)[C:20]([C:22]4[CH:23]=[C:24]5[C:29](=[CH:30][CH:31]=4)[N:28]=[C:27]([C:32]4[CH:37]=[CH:36][CH:35]=[CH:34][CH:33]=4)[CH:26]=[N:25]5)=[N:21][C:17]=3[CH:16]=2)=[O:14])[C:9]([OH:11])=[O:10])CCCC[CH2:2]1.N(C(OCC1C2C(=CC=CC=2)C2C1=CC=CC=2)=O)[C@H](C(O)=O)CC1[N:53]=[CH:52][NH:51]C=1.